The task is: Predict the reactants needed to synthesize the given product.. This data is from Full USPTO retrosynthesis dataset with 1.9M reactions from patents (1976-2016). (1) Given the product [O:8]1[C:7]2[C:2](=[N:3][CH:4]=[CH:5][CH:6]=2)[CH:10]=[CH:9]1, predict the reactants needed to synthesize it. The reactants are: Br[C:2]1[C:7]([O:8][C:9](=O)[CH3:10])=[CH:6][CH:5]=[CH:4][N:3]=1.[Si](C#C)(C)(C)C. (2) Given the product [O:4]1[C:8]2[CH:9]=[CH:10][CH:11]=[C:12]([N:13]3[CH2:18][CH2:17][N:16]([CH2:19][CH2:20][C@H:21]4[CH2:26][CH2:25][C@H:24]([NH:27][C:28](=[O:32])[CH:29]([CH3:31])[CH3:30])[CH2:23][CH2:22]4)[CH2:15][CH2:14]3)[C:7]=2[O:6][CH2:5]1, predict the reactants needed to synthesize it. The reactants are: Cl.Cl.Cl.[O:4]1[C:8]2[CH:9]=[CH:10][CH:11]=[C:12]([N:13]3[CH2:18][CH2:17][N:16]([CH2:19][CH2:20][C@H:21]4[CH2:26][CH2:25][C@H:24]([NH2:27])[CH2:23][CH2:22]4)[CH2:15][CH2:14]3)[C:7]=2[O:6][CH2:5]1.[C:28](O)(=[O:32])[CH:29]([CH3:31])[CH3:30].